From a dataset of Full USPTO retrosynthesis dataset with 1.9M reactions from patents (1976-2016). Predict the reactants needed to synthesize the given product. The reactants are: [CH2:1](/[N:5]=[CH:6]/[C:7]1[C:12]([F:13])=[CH:11][CH:10]=[C:9]([F:14])[C:8]=1Cl)[CH2:2][CH2:3][CH3:4].[CH2:16]([Mg]Br)[CH3:17]. Given the product [CH2:1](/[N:5]=[CH:6]/[C:7]1[C:12]([F:13])=[CH:11][CH:10]=[C:9]([F:14])[C:8]=1[CH2:16][CH3:17])[CH2:2][CH2:3][CH3:4], predict the reactants needed to synthesize it.